Dataset: Experimentally validated miRNA-target interactions with 360,000+ pairs, plus equal number of negative samples. Task: Binary Classification. Given a miRNA mature sequence and a target amino acid sequence, predict their likelihood of interaction. (1) The miRNA is hsa-miR-6854-3p with sequence UGCGUUUCUCCUCUUGAGCAG. The protein sequence of the target gene is MVMSSYMVNSKYVDPKFPPCEEYLQGGYLGEQGADYYGGGAQGADFQPPGLYPRPDFGEQPFGGSGPGPGSALPARGHGQEPGGPGGHYAAPGEPCPAPPAPPPAPLPGARAYSQSDPKQPPSGTALKQPAVVYPWMKKVHVNSVNPNYTGGEPKRSRTAYTRQQVLELEKEFHFNRYLTRRRRIEIAHTLCLSERQIKIWFQNRRMKWKKDHKLPNTKGRSSSSSSSSSCSSSVAPSQHLQPMAKDHHTDLTTL. Result: 0 (no interaction). (2) The miRNA is hsa-miR-520d-5p with sequence CUACAAAGGGAAGCCCUUUC. The protein sequence of the target gene is MGNENSTSDNQRTLSAQTPRSAQPPGNSQNIKRKQQDTPGSPDHRDASSIGSVGLGGFCTASESSASLDPCLVSPEVTEPRKDPQGARGPEGSLLPSPPPSQEREHPSSSMPFAECPPEGCLASPAAAPEDGPQTQSPRREPAPNAPGDIAAAFPAERDSSTPYQEIAAVPSAGRERQPKEEGQKSSFSFSSGIDQSPGMSPVPLREPMKAPLCGEGDQPGGFESQEKEAAGGFPPAESRQGVASVQVTPEAPAAAQQGTESSAVLEKSPLKPMAPIPQDPAPRASDRERGQGEAPPQYL.... Result: 1 (interaction). (3) The miRNA is hsa-miR-4708-3p with sequence AGCAAGGCGGCAUCUCUCUGAU. The protein sequence of the target gene is MAQGAMRFCSEGDCAISPPRCPRRWLPEGPVPQSPPASMYGSTGSLLRRVAGPGPRGRELGRVTAPCTPLRGPPSPRVAPSPWAPSSPTGQPPPGAQSSVVIFRFVEKASVRPLNGLPAPGGLSRSWDLGGVSPPRPTPALGPGSNRKLRLEASTSDPLPARGGSALPGSRNLVHGPPAPPQVGADGLYSSLPNGLGGPPERLATLFGGPADTGFLNQGDTWSSPREVSSHAQRIARAKWEFFYGSLDPPSSGAKPPEQAPPSPPGVGSRQGSGVAVGRAAKYSETDLDTVPLRCYRETD.... Result: 1 (interaction). (4) The miRNA is dre-miR-199-5p with sequence CCCAGUGUUCAGACUACCUGUUC. The protein sequence of the target gene is MAAALFVLLGFALLGTHGASGAAGFVQAPLSQQRWVGGSVELHCEAVGSPVPEIQWWFEGQGPNDTCSQLWDGARLDRVHIHATYHQHAASTISIDTLVEEDTGTYECRASNDPDRNHLTRAPRVKWVRAQAVVLVLEPGTVFTTVEDLGSKILLTCSLNDSATEVTGHRWLKGGVVLKEDALPGQKTEFKVDSDDQWGEYSCVFLPEPMGTANIQLHGPPRVKAVKSSEHINEGETAMLVCKSESVPPVTDWAWYKITDSEDKALMNGSESRFFVSSSQGRSELHIENLNMEADPGQYR.... Result: 0 (no interaction). (5) The miRNA is cel-miR-245-3p with sequence AUUGGUCCCCUCCAAGUAGCUC. The protein sequence of the target gene is MPFIDDALLWCPDNDGRLVGGLDLGTCIADDSTANGTENLNPSIQSAGNPNNPQQSVGGEILGSVESAGNELNGAAARNVNVVVEPLCGGDSSDELFRSFSESNFEIESLLSDLATVEVKVENEENNNNVITDDDFASVAAAVVANDDLLAKENAQLSAQGLVDSVAASLADSGDAGGQQALLAFGSSSSAASAIAAAAAALCGDLINNNNNNSNSNNNSNGNGNHGGGGGGASSGGGVAGDCATKLEYALMGGQPLAEEPRFVTSAAANPLLVEKLMSKCLNIEKRMDKLSDTEIPIVK.... Result: 0 (no interaction). (6) The miRNA is hsa-miR-3153 with sequence GGGGAAAGCGAGUAGGGACAUUU. The protein sequence of the target gene is MEGLAVRLLRGSRLLRRNFLTCLSSWKIPPHVSKSSQSEALLNITNNGIHFAPLQTFTDEEMMIKSSVKKFAQEQIAPLVSTMDENSKMEKSVIQGLFQQGLMGIEVDPEYGGTGASFLSTVLVIEELAKVDASVAVFCEIQNTLINTLIRKHGTEEQKATYLPQLTTEKVGSFCLSEAGAGSDSFALKTRADKEGDYYVLNGSKMWISSAEHAGLFLVMANVDPTIGYKGITSFLVDRDTPGLHIGKPENKLGLRASSTCPLTFENVKVPEANILGQIGHGYKYAIGSLNEGRIGIAAQ.... Result: 1 (interaction). (7) The miRNA is hsa-miR-502-5p with sequence AUCCUUGCUAUCUGGGUGCUA. The protein sequence of the target gene is MEPPGGSLGPGRGTRDKKKGRSPDELPSAGGDGGKSKKFTLKRLMADELERFTSMRIKKEKEKPNSAHRNSSASYGDDPTAQSLQDVSDEQVLVLFEQMLLDMNLNEEKQQPLREKDIIIKREMVSQYLYTSKAGMSQKESSKSAMMYIQELRSGLRDMPLLSCLESLRVSLNNNPVSWVQTFGAEGLASLLDILKRLHDEKEETAGSYDSRNKHEIIRCLKAFMNNKFGIKTMLETEEGILLLVRAMDPAVPNMMIDAAKLLSALCILPQPEDMNERVLEAMTERAEMDEVERFQPLLD.... Result: 1 (interaction). (8) The miRNA is hsa-miR-6509-5p with sequence AUUAGGUAGUGGCAGUGGAAC. The protein sequence of the target gene is MAEPQAESEPLLGGARGGGGDWPAGLTTYRSIQVGPGAAARWDLCIDQAVVFIEDAIQYRSINHRVDASSMWLYRRYYSNVCQRTLSFTIFLILFLAFIETPSSLTSTADVRYRAAPWEPPCGLTESVEVLCLLVFAADLSVKGYLFGWAHFQKNLWLLGYLVVLVVSLVDWTVSLSLVCHEPLRIRRLLRPFFLLQNSSMMKKTLKCIRWSLPEMASVGLLLAIHLCLFTMFGMLLFAGGKQDDGQDRERLTYFQNLPESLTSLLVLLTTANNPDVMIPAYSKNRAYAIFFIVFTVIGS.... Result: 0 (no interaction). (9) The miRNA is hsa-miR-1281 with sequence UCGCCUCCUCCUCUCCC. The protein sequence of the target gene is MNQADPRLRAVCLWTLTSAAMSRGDNCTDLLALGIPSITQAWGLWVLLGAVTLLFLISLAAHLSQWTRGRSRSHPGQGRSGESVEEVPLYGNLHYLQTGRLSQDPEPDQQDPTLGGPARAAEEVMCYTSLQLRPPQGRIPGPGTPVKYSEVVLDSEPKSQASGPEPELYASVCAQTRRARASFPDQAYANSQPAAS. Result: 1 (interaction). (10) The miRNA is rno-miR-298-5p with sequence GGCAGAGGAGGGCUGUUCUUCCC. The protein sequence of the target gene is MDGGQPVPSPLVPLGNGSDYSMSLEQKTTFVFVILLFIFLGILIVRCFRILLDPYRSMPTSTWADGLEGLEKGQFDHALA. Result: 0 (no interaction).